From a dataset of Reaction yield outcomes from USPTO patents with 853,638 reactions. Predict the reaction yield, written as a fraction of the theoretical maximum amount of product (1.0 means a 100% yield; for example, 0.34 means a 34% yield). (1) The reactants are [Br:1][C:2]1[C:3](O[C:6](=[O:8])[CH:7]=1)=[O:4].[CH2:9]([NH:11][NH:12][CH2:13][CH3:14])[CH3:10]. The catalyst is CC(O)=O. The product is [Br:1][C:2]1[C:3](=[O:4])[N:11]([CH2:9][CH3:10])[N:12]([CH2:13][CH3:14])[C:6](=[O:8])[CH:7]=1. The yield is 0.640. (2) The reactants are [C:1]1([C:7]2[CH:15]=[C:10]3[N:11]=[CH:12][CH:13]=[CH:14][N:9]3[N:8]=2)[CH:6]=[CH:5][CH:4]=[CH:3][CH:2]=1.O[CH2:17][N:18]1[CH2:22][CH:21]([CH2:23][CH2:24][CH3:25])[CH2:20][C:19]1=[O:26]. The catalyst is FC(F)(F)C(O)=O. The product is [C:1]1([C:7]2[C:15]([CH2:17][N:18]3[CH2:22][CH:21]([CH2:23][CH2:24][CH3:25])[CH2:20][C:19]3=[O:26])=[C:10]3[N:11]=[CH:12][CH:13]=[CH:14][N:9]3[N:8]=2)[CH:2]=[CH:3][CH:4]=[CH:5][CH:6]=1. The yield is 0.240. (3) The reactants are [C:1]([O:5][C:6](=[O:40])[C:7]1[CH:15]=[C:14]([NH:16][C:17](=[O:39])[CH2:18][CH2:19][CH2:20][CH2:21][CH2:22][CH2:23][CH2:24][CH2:25][CH2:26][CH2:27][CH2:28][CH2:29][CH2:30][CH2:31][C:32]([O:34][C:35]([CH3:38])([CH3:37])[CH3:36])=[O:33])[CH:13]=[C:9]([C:10]([OH:12])=[O:11])[CH:8]=1)([CH3:4])([CH3:3])[CH3:2].[B-](F)(F)(F)F.CN(C(O[N:54]1[C:59](=[O:60])[CH2:58][CH2:57][C:55]1=[O:56])=[N+](C)C)C.CCN(C(C)C)C(C)C. The catalyst is C1COCC1. The product is [O:56]=[C:55]1[CH2:57][CH2:58][C:59](=[O:60])[N:54]1[O:11][C:10](=[O:12])[C:9]1[CH:8]=[C:7]([CH:15]=[C:14]([NH:16][C:17](=[O:39])[CH2:18][CH2:19][CH2:20][CH2:21][CH2:22][CH2:23][CH2:24][CH2:25][CH2:26][CH2:27][CH2:28][CH2:29][CH2:30][CH2:31][C:32]([O:34][C:35]([CH3:38])([CH3:37])[CH3:36])=[O:33])[CH:13]=1)[C:6]([O:5][C:1]([CH3:4])([CH3:2])[CH3:3])=[O:40]. The yield is 1.00. (4) The reactants are C[O:2][C:3](=[O:20])[C:4]1[CH:9]=[CH:8][C:7](Cl)=[N:6][C:5]=1[NH:11][C:12]1[CH:17]=[CH:16][C:15]([Br:18])=[CH:14][C:13]=1[F:19].BrC1C=CC(NC2N=C(Cl)C=CC=2C(O)=[O:32])=C(F)C=1.C[Si](C=[N+]=[N-])(C)C. The catalyst is CO.C1C=CC=CC=1. The product is [Br:18][C:15]1[CH:16]=[CH:17][C:12]([NH:11][C:5]2[NH:6][C:7](=[O:32])[CH:8]=[CH:9][C:4]=2[C:3]([OH:2])=[O:20])=[C:13]([F:19])[CH:14]=1. The yield is 0.930. (5) The reactants are CC1C=CC(S(O[CH2:12][C@@H:13]([OH:29])[CH2:14][CH2:15][N:16]2[C:21](=[O:22])[CH:20]=[N:19][C:18]3[CH:23]=[CH:24][C:25]([O:27][CH3:28])=[N:26][C:17]2=3)(=O)=O)=CC=1.C(=O)([O-])[O-].[K+].[K+]. The catalyst is CO. The product is [CH3:28][O:27][C:25]1[CH:24]=[CH:23][C:18]2[N:19]=[CH:20][C:21](=[O:22])[N:16]([CH2:15][CH2:14][C@H:13]3[CH2:12][O:29]3)[C:17]=2[N:26]=1. The yield is 0.620. (6) The catalyst is C1(C)C=CC=CC=1. The yield is 0.520. The product is [CH3:15][C:4]1[C:5]([N:10]2[CH:14]=[N:13][CH:12]=[N:11]2)=[C:6]([CH:9]=[C:2]([CH:22]=[CH2:23])[CH:3]=1)[C:7]#[N:8]. The reactants are Br[C:2]1[CH:3]=[C:4]([CH3:15])[C:5]([N:10]2[CH:14]=[N:13][CH:12]=[N:11]2)=[C:6]([CH:9]=1)[C:7]#[N:8].C(=O)([O-])[O-].[K+].[K+].[C:22]1(P(C2C=CC=CC=2)C2C=CC=CC=2)C=CC=C[CH:23]=1. (7) The reactants are Cl[CH2:2][C:3]([NH:5][C:6]1[S:7][C:8]2[N:9]=[C:10]([N:15]([CH3:36])[C:16]3[CH:17]=[C:18]([NH:22][C:23](=[O:35])[C:24]4[CH:29]=[CH:28][CH:27]=[C:26]([C:30]([C:33]#[N:34])([CH3:32])[CH3:31])[CH:25]=4)[CH:19]=[CH:20][CH:21]=3)[N:11]=[CH:12][C:13]=2[N:14]=1)=[O:4].C(N(CC)CC)C.Cl.[F:45][CH:46]1[CH2:51][CH2:50][NH:49][CH2:48][CH2:47]1.C(=O)([O-])O.[Na+]. The catalyst is O1CCCC1. The product is [C:33]([C:30]([C:26]1[CH:25]=[C:24]([CH:29]=[CH:28][CH:27]=1)[C:23]([NH:22][C:18]1[CH:19]=[CH:20][CH:21]=[C:16]([N:15]([C:10]2[N:11]=[CH:12][C:13]3[N:14]=[C:6]([NH:5][C:3](=[O:4])[CH2:2][N:49]4[CH2:50][CH2:51][CH:46]([F:45])[CH2:47][CH2:48]4)[S:7][C:8]=3[N:9]=2)[CH3:36])[CH:17]=1)=[O:35])([CH3:32])[CH3:31])#[N:34]. The yield is 0.500. (8) The reactants are Br[C:2]1[CH:8]=[C:7]([N+:9]([O-:11])=[O:10])[CH:6]=[CH:5][C:3]=1[NH2:4].C(C1(C)CC1)#C. The yield is 0.790. The product is [N+:9]([C:7]1[CH:8]=[CH:2][C:3]([NH2:4])=[CH:5][CH:6]=1)([O-:11])=[O:10]. The catalyst is C(N(CC)CC)C.[Cu]I.Cl[Pd](Cl)([P](C1C=CC=CC=1)(C1C=CC=CC=1)C1C=CC=CC=1)[P](C1C=CC=CC=1)(C1C=CC=CC=1)C1C=CC=CC=1. (9) The reactants are [CH3:1][C:2]1[CH:11]=[CH:10][CH:9]=[C:8]([N+:12]([O-:14])=[O:13])[C:3]=1[C:4]([O:6][CH3:7])=[O:5].C1C(=O)N([Br:22])C(=O)C1. The catalyst is ClCCCl.C(OOC(=O)C1C=CC=CC=1)(=O)C1C=CC=CC=1. The product is [Br:22][CH2:1][C:2]1[CH:11]=[CH:10][CH:9]=[C:8]([N+:12]([O-:14])=[O:13])[C:3]=1[C:4]([O:6][CH3:7])=[O:5]. The yield is 0.650.